From a dataset of Reaction yield outcomes from USPTO patents with 853,638 reactions. Predict the reaction yield, written as a fraction of the theoretical maximum amount of product (1.0 means a 100% yield; for example, 0.34 means a 34% yield). (1) The reactants are [F:1][C:2]1[CH:7]=[CH:6][CH:5]=[C:4]([F:8])[C:3]=1[C:9]1[O:10][C:11]([NH:16][C:17]2[CH:22]=[CH:21][CH:20]=[CH:19][C:18]=2[O:23][CH3:24])=[C:12]([C:14]#[N:15])[N:13]=1.[OH-:25].[K+]. The catalyst is O. The product is [F:8][C:4]1[CH:5]=[CH:6][CH:7]=[C:2]([F:1])[C:3]=1[C:9]1[O:10][C:11]([NH:16][C:17]2[CH:22]=[CH:21][CH:20]=[CH:19][C:18]=2[O:23][CH3:24])=[C:12]([C:14]([NH2:15])=[O:25])[N:13]=1. The yield is 0.550. (2) The reactants are [Cl:1][C:2]1[C:3]([C:37]([F:40])([F:39])[F:38])=[C:4]([NH:8][C:9](=[O:36])[NH:10][C:11]2[CH:35]=[CH:34][C:14]([O:15][C:16]3[CH:21]=[CH:20][N:19]=[C:18](/[CH:22]=[CH:23]/[C:24]([NH:26][O:27]C4CCCCO4)=[O:25])[CH:17]=3)=[CH:13][CH:12]=2)[CH:5]=[CH:6][CH:7]=1.Cl. The catalyst is CO. The product is [Cl:1][C:2]1[C:3]([C:37]([F:39])([F:38])[F:40])=[C:4]([NH:8][C:9](=[O:36])[NH:10][C:11]2[CH:35]=[CH:34][C:14]([O:15][C:16]3[CH:21]=[CH:20][N:19]=[C:18](/[CH:22]=[CH:23]/[C:24]([NH:26][OH:27])=[O:25])[CH:17]=3)=[CH:13][CH:12]=2)[CH:5]=[CH:6][CH:7]=1. The yield is 0.410.